Dataset: Forward reaction prediction with 1.9M reactions from USPTO patents (1976-2016). Task: Predict the product of the given reaction. (1) Given the reactants [F:1][C:2]1[CH:3]=[CH:4][CH:5]=[C:6]2[C:10]=1[N:9]([C:11]([O:13][C:14]([CH3:17])([CH3:16])[CH3:15])=[O:12])[N:8]=[C:7]2[OH:18].[CH3:19]I, predict the reaction product. The product is: [F:1][C:2]1[CH:3]=[CH:4][CH:5]=[C:6]2[C:10]=1[N:9]([C:11]([O:13][C:14]([CH3:15])([CH3:17])[CH3:16])=[O:12])[N:8]=[C:7]2[O:18][CH3:19]. (2) Given the reactants [N:1]([CH2:4][C@H:5]1[CH2:10][CH2:9][CH2:8][CH2:7][C@@H:6]1[NH2:11])=[N+:2]=[N-:3].O=[C:13]1[CH2:18][CH2:17][N:16]([CH:19]2[CH2:24][CH2:23][N:22]([C:25]([O:27][C:28]([CH3:31])([CH3:30])[CH3:29])=[O:26])[CH2:21][CH2:20]2)[CH2:15][CH2:14]1.C(O[BH-](OC(=O)C)OC(=O)C)(=O)C.[Na+], predict the reaction product. The product is: [N:1]([CH2:4][C@H:5]1[CH2:10][CH2:9][CH2:8][CH2:7][C@@H:6]1[NH:11][CH:13]1[CH2:14][CH2:15][N:16]([CH:19]2[CH2:20][CH2:21][N:22]([C:25]([O:27][C:28]([CH3:31])([CH3:30])[CH3:29])=[O:26])[CH2:23][CH2:24]2)[CH2:17][CH2:18]1)=[N+:2]=[N-:3]. (3) Given the reactants Cl[C:2]1[N:7]=[C:6]([C:8]2[CH:13]=[CH:12][C:11]([C:14]([F:17])([F:16])[F:15])=[C:10]([CH3:18])[CH:9]=2)[CH:5]=[C:4]([CH3:19])[N:3]=1.[Cl:20][C:21]1[CH:26]=[C:25](B(O)O)[CH:24]=[CH:23][N:22]=1, predict the reaction product. The product is: [Cl:20][C:21]1[CH:26]=[C:25]([C:2]2[N:3]=[C:4]([CH3:19])[CH:5]=[C:6]([C:8]3[CH:13]=[CH:12][C:11]([C:14]([F:17])([F:16])[F:15])=[C:10]([CH3:18])[CH:9]=3)[N:7]=2)[CH:24]=[CH:23][N:22]=1.